Dataset: Full USPTO retrosynthesis dataset with 1.9M reactions from patents (1976-2016). Task: Predict the reactants needed to synthesize the given product. (1) Given the product [O:15]1[C:11]([C:9](=[O:8])[CH2:16][C:17]#[N:18])=[CH:12][CH:13]=[N:14]1, predict the reactants needed to synthesize it. The reactants are: CC(C)([O-])C.[K+].C[O:8][C:9]([C:11]1[O:15][N:14]=[CH:13][CH:12]=1)=O.[CH3:16][C:17]#[N:18]. (2) The reactants are: O[C:2]1[CH:11]=[CH:10][C:9]2[C:4](=[C:5]([C:12]3[CH:21]=[CH:20][C:15]([C:16]([O:18][CH3:19])=[O:17])=[CH:14][CH:13]=3)[CH:6]=[CH:7][CH:8]=2)[N:3]=1.O=P(Cl)(Cl)[Cl:24]. Given the product [Cl:24][C:2]1[CH:11]=[CH:10][C:9]2[C:4](=[C:5]([C:12]3[CH:21]=[CH:20][C:15]([C:16]([O:18][CH3:19])=[O:17])=[CH:14][CH:13]=3)[CH:6]=[CH:7][CH:8]=2)[N:3]=1, predict the reactants needed to synthesize it. (3) The reactants are: [CH3:1][O:2][C:3]([C:5]1[C:6]2[C:7]([I:14])=[CH:8][NH:9][C:10]=2[CH:11]=[CH:12][CH:13]=1)=[O:4].[H-].[Na+].[C:17]1([CH3:27])[CH:22]=[CH:21][C:20]([S:23](Cl)(=[O:25])=[O:24])=[CH:19][CH:18]=1.C(OCC)(=O)C. Given the product [CH3:1][O:2][C:3]([C:5]1[C:6]2[C:7]([I:14])=[CH:8][N:9]([S:23]([C:20]3[CH:21]=[CH:22][C:17]([CH3:27])=[CH:18][CH:19]=3)(=[O:25])=[O:24])[C:10]=2[CH:11]=[CH:12][CH:13]=1)=[O:4], predict the reactants needed to synthesize it.